From a dataset of Catalyst prediction with 721,799 reactions and 888 catalyst types from USPTO. Predict which catalyst facilitates the given reaction. (1) Product: [ClH:1].[Cl:1][C:2]1[CH:3]=[C:4]([CH:22]=[CH:23][C:24]=1[Cl:25])[C:5]([N:7]1[CH2:12][CH2:11][O:10][C@@H:9]([CH2:13][NH2:14])[CH2:8]1)=[O:6]. The catalyst class is: 12. Reactant: [Cl:1][C:2]1[CH:3]=[C:4]([CH:22]=[CH:23][C:24]=1[Cl:25])[C:5]([N:7]1[CH2:12][CH2:11][O:10][C@@H:9]([CH2:13][NH:14]C(=O)OC(C)(C)C)[CH2:8]1)=[O:6].Cl. (2) Product: [CH3:50][N:51]([CH3:57])[C@H:52]1[CH2:56][CH2:55][N:54]([C:8]([NH:9][C:19]2[CH:24]=[C:23]([O:25][C:26]3[CH:31]=[CH:30][C:29]([NH:32][C:33]([C:35]4([C:38]([NH:39][C:40]5[CH:41]=[CH:42][C:43]([F:46])=[CH:44][CH:45]=5)=[O:47])[CH2:37][CH2:36]4)=[O:34])=[CH:28][C:27]=3[F:48])[CH:22]=[CH:21][N:20]=2)=[O:7])[CH2:53]1. Reactant: C1([O:7][C:8](=O)[N:9]([C:19]2[CH:24]=[C:23]([O:25][C:26]3[CH:31]=[CH:30][C:29]([NH:32][C:33]([C:35]4([C:38](=[O:47])[NH:39][C:40]5[CH:45]=[CH:44][C:43]([F:46])=[CH:42][CH:41]=5)[CH2:37][CH2:36]4)=[O:34])=[CH:28][C:27]=3[F:48])[CH:22]=[CH:21][N:20]=2)C(OC2C=CC=CC=2)=O)C=CC=CC=1.[CH3:50][N:51]([CH3:57])[C@H:52]1[CH2:56][CH2:55][NH:54][CH2:53]1. The catalyst class is: 9. (3) Reactant: [NH2:1][C:2]1[CH:27]=[CH:26][C:5]([CH2:6][N:7]([S:16]([C:19]2[CH:24]=[CH:23][C:22]([Cl:25])=[CH:21][CH:20]=2)(=[O:18])=[O:17])[C@H:8]([CH2:12][CH:13]([CH3:15])[CH3:14])[C:9]([NH2:11])=[O:10])=[CH:4][CH:3]=1.CCN(CC)CC.[Br:35][CH2:36][C:37](Cl)=[O:38]. Product: [Br:35][CH2:36][C:37]([NH:1][C:2]1[CH:27]=[CH:26][C:5]([CH2:6][N:7]([S:16]([C:19]2[CH:20]=[CH:21][C:22]([Cl:25])=[CH:23][CH:24]=2)(=[O:18])=[O:17])[C@H:8]([CH2:12][CH:13]([CH3:15])[CH3:14])[C:9]([NH2:11])=[O:10])=[CH:4][CH:3]=1)=[O:38]. The catalyst class is: 2. (4) Reactant: [F:1][C:2]1[CH:3]=[CH:4][C:5]([O:27][CH3:28])=[C:6]([C:8]2[CH:13]=[CH:12][N:11]=[C:10]3[N:14](S(C4C=CC=CC=4)(=O)=O)[C:15]([I:17])=[CH:16][C:9]=23)[CH:7]=1.[OH-].[Na+]. Product: [F:1][C:2]1[CH:3]=[CH:4][C:5]([O:27][CH3:28])=[C:6]([C:8]2[CH:13]=[CH:12][N:11]=[C:10]3[NH:14][C:15]([I:17])=[CH:16][C:9]=23)[CH:7]=1. The catalyst class is: 155. (5) Reactant: [CH3:1][C:2]1[CH:10]=[C:9]2[C:5]([C:6]([CH:11]=[N:12]O)=[CH:7][NH:8]2)=[CH:4][CH:3]=1.O.[BH4-].[Na+]. Product: [CH3:1][C:2]1[CH:10]=[C:9]2[C:5]([C:6]([CH2:11][NH2:12])=[CH:7][NH:8]2)=[CH:4][CH:3]=1. The catalyst class is: 888. (6) Reactant: Cl.[C:2]([O:6][C:7](=[O:21])[CH2:8][O:9][C:10]1[C:19]2[CH2:18][CH2:17][CH2:16][C@@H:15]([NH2:20])[C:14]=2[CH:13]=[CH:12][CH:11]=1)([CH3:5])([CH3:4])[CH3:3].C(N(CC)C(C)C)(C)C.[F:31][C:32]1[CH:33]=[C:34]([S:42](Cl)(=[O:44])=[O:43])[CH:35]=[C:36]([C:38]([F:41])([F:40])[F:39])[CH:37]=1. Product: [C:2]([O:6][C:7](=[O:21])[CH2:8][O:9][C:10]1[C:19]2[CH2:18][CH2:17][CH2:16][C@@H:15]([NH:20][S:42]([C:34]3[CH:35]=[C:36]([C:38]([F:39])([F:40])[F:41])[CH:37]=[C:32]([F:31])[CH:33]=3)(=[O:44])=[O:43])[C:14]=2[CH:13]=[CH:12][CH:11]=1)([CH3:5])([CH3:3])[CH3:4]. The catalyst class is: 7. (7) Reactant: C([Li])C[CH2:3][CH3:4].[Cl:6][C:7]1[CH:12]=[CH:11][C:10]([O:13][C:14]([CH3:18])([C:16]#[CH:17])[CH3:15])=[C:9]([F:19])[CH:8]=1.C=[O:21].[C:22](Cl)(=[O:24])C. Product: [C:3]([O:24][CH2:22][C:17]#[C:16][C:14]([O:13][C:10]1[CH:11]=[CH:12][C:7]([Cl:6])=[CH:8][C:9]=1[F:19])([CH3:15])[CH3:18])(=[O:21])[CH3:4]. The catalyst class is: 7. (8) Reactant: [F:1][C:2]1[CH:7]=[C:6]([N+:8]([O-])=O)[CH:5]=[CH:4][C:3]=1[N:11]1[CH2:16][CH2:15][CH:14]([C:17]2[O:21][C:20](=[O:22])[N:19]([CH3:23])[N:18]=2)[CH2:13][CH2:12]1.O.O.Cl[Sn]Cl. Product: [NH2:8][C:6]1[CH:5]=[CH:4][C:3]([N:11]2[CH2:16][CH2:15][CH:14]([C:17]3[O:21][C:20](=[O:22])[N:19]([CH3:23])[N:18]=3)[CH2:13][CH2:12]2)=[C:2]([F:1])[CH:7]=1. The catalyst class is: 5. (9) Reactant: [C:1]([O:6][CH2:7]Cl)(=[O:5])[CH2:2][CH2:3][CH3:4].[C:9]1([C:33]2[CH:38]=[CH:37][CH:36]=[CH:35][CH:34]=2)[CH:14]=[CH:13][C:12]([CH2:15][C@@H:16]([NH:25]C(OC(C)(C)C)=O)[CH2:17][C@:18]([CH2:23][OH:24])([CH3:22])[C:19]([OH:21])=[O:20])=[CH:11][CH:10]=1.CCN(CC)CC. Product: [C:1]([O:6][CH2:7][O:21][C:19](=[O:20])[C@@:18]([CH2:23][OH:24])([CH3:22])[CH2:17][C@H:16]([NH2:25])[CH2:15][C:12]1[CH:13]=[CH:14][C:9]([C:33]2[CH:38]=[CH:37][CH:36]=[CH:35][CH:34]=2)=[CH:10][CH:11]=1)(=[O:5])[CH2:2][CH2:3][CH3:4]. The catalyst class is: 21. (10) Reactant: [CH3:1][N:2]1[C:10]([CH3:11])=[C:9]2[C:4]([CH:5]=[C:6]([NH:12][C:13]3[N:18]=[C:17]([NH:19][CH:20]4[CH2:30][CH2:29][C:23]5([CH2:28][CH2:27][NH:26][CH2:25][CH2:24]5)[CH2:22][CH2:21]4)[C:16]([CH3:31])=[CH:15][N:14]=3)[CH:7]=[CH:8]2)=[N:3]1.C1C=NC2N(O)N=NC=2C=1.CCN=C=NCCCN(C)C.C(N(CC)CC)C.[C:60]([CH2:62][C:63](O)=[O:64])#[N:61]. Product: [CH3:1][N:2]1[C:10]([CH3:11])=[C:9]2[C:4]([CH:5]=[C:6]([NH:12][C:13]3[N:18]=[C:17]([NH:19][CH:20]4[CH2:30][CH2:29][C:23]5([CH2:28][CH2:27][N:26]([C:63](=[O:64])[CH2:62][C:60]#[N:61])[CH2:25][CH2:24]5)[CH2:22][CH2:21]4)[C:16]([CH3:31])=[CH:15][N:14]=3)[CH:7]=[CH:8]2)=[N:3]1. The catalyst class is: 59.